This data is from Reaction yield outcomes from USPTO patents with 853,638 reactions. The task is: Predict the reaction yield, written as a fraction of the theoretical maximum amount of product (1.0 means a 100% yield; for example, 0.34 means a 34% yield). (1) The yield is 0.590. The reactants are [NH:1]1[CH2:6][CH2:5][O:4][CH2:3][CH2:2]1.[CH3:7][O:8][C:9]1[C:16]([O:17][CH3:18])=[CH:15][CH:14]=[CH:13][C:10]=1[CH:11]=O.C([Cl:22])(=O)C. The product is [Cl-:22].[CH3:7][O:8][C:9]1[C:16]([O:17][CH3:18])=[CH:15][CH:14]=[CH:13][C:10]=1[CH:11]=[N+:1]1[CH2:6][CH2:5][O:4][CH2:3][CH2:2]1. No catalyst specified. (2) The catalyst is CO.C1COCC1. The product is [Si:13]([O:12][C@@H:10]1[CH2:11][C@@H:6]([CH2:5][OH:4])[O:7][C:8](=[O:20])[CH2:9]1)([C:16]([CH3:19])([CH3:18])[CH3:17])([CH3:15])[CH3:14]. The reactants are C([O:4][CH2:5][C@@H:6]1[CH2:11][C@@H:10]([O:12][Si:13]([C:16]([CH3:19])([CH3:18])[CH3:17])([CH3:15])[CH3:14])[CH2:9][C:8](=[O:20])[O:7]1)(=O)C. The yield is 0.540. (3) The reactants are C([O:3][C:4]([C:6]1[CH:7]=[N:8][N:9]([C:11]2[NH:15][C:14]3[CH:16]=[C:17]([Cl:28])[C:18]([S:20][CH2:21][C:22]4[CH:27]=[CH:26][CH:25]=[CH:24][CH:23]=4)=[CH:19][C:13]=3[N:12]=2)[CH:10]=1)=[O:5])C.C1COCC1.O[Li].O. The catalyst is O. The product is [CH2:21]([S:20][C:18]1[C:17]([Cl:28])=[CH:16][C:14]2[NH:15][C:11]([N:9]3[CH:10]=[C:6]([C:4]([OH:5])=[O:3])[CH:7]=[N:8]3)=[N:12][C:13]=2[CH:19]=1)[C:22]1[CH:27]=[CH:26][CH:25]=[CH:24][CH:23]=1. The yield is 0.800. (4) The reactants are [F:1][C:2]1[CH:9]=[C:8]([Br:10])[CH:7]=[CH:6][C:3]=1[CH:4]=[O:5].[CH2:11](O)[CH2:12][OH:13]. The catalyst is C1(C)C=CC(S(O)(=O)=O)=CC=1.C1(C)C=CC=CC=1. The product is [F:1][C:2]1[CH:9]=[C:8]([Br:10])[CH:7]=[CH:6][C:3]=1[CH:4]1[O:13][CH2:12][CH2:11][O:5]1. The yield is 0.970.